From a dataset of NCI-60 drug combinations with 297,098 pairs across 59 cell lines. Regression. Given two drug SMILES strings and cell line genomic features, predict the synergy score measuring deviation from expected non-interaction effect. Synergy scores: CSS=5.24, Synergy_ZIP=-2.50, Synergy_Bliss=-3.25, Synergy_Loewe=-1.30, Synergy_HSA=-1.27. Drug 1: C1CC(=O)NC(=O)C1N2CC3=C(C2=O)C=CC=C3N. Drug 2: CN1C2=C(C=C(C=C2)N(CCCl)CCCl)N=C1CCCC(=O)O.Cl. Cell line: PC-3.